This data is from Reaction yield outcomes from USPTO patents with 853,638 reactions. The task is: Predict the reaction yield, written as a fraction of the theoretical maximum amount of product (1.0 means a 100% yield; for example, 0.34 means a 34% yield). (1) The reactants are Cl[C:2]1[C:7]([C:8]([F:11])([F:10])[F:9])=[CH:6][N:5]=[C:4]([NH:12][C:13]2[CH:27]=[CH:26][C:16]([CH2:17][P:18](=[O:25])([O:22][CH2:23][CH3:24])[O:19][CH2:20][CH3:21])=[CH:15][C:14]=2[O:28][CH2:29][CH3:30])[N:3]=1.[NH2:31][C:32]1[CH:33]=[CH:34][C:35]([C@H:43]2[CH2:48][CH2:47][C@H:46]([C:49]([O:51][CH2:52][CH3:53])=[O:50])[CH2:45][CH2:44]2)=[C:36]2[C:40]=1[C:39](=[O:41])[N:38]([CH3:42])[CH2:37]2. No catalyst specified. The product is [CH2:20]([O:19][P:18]([CH2:17][C:16]1[CH:26]=[CH:27][C:13]([NH:12][C:4]2[N:3]=[C:2]([NH:31][C:32]3[CH:33]=[CH:34][C:35]([C@H:43]4[CH2:44][CH2:45][C@H:46]([C:49]([O:51][CH2:52][CH3:53])=[O:50])[CH2:47][CH2:48]4)=[C:36]4[C:40]=3[C:39](=[O:41])[N:38]([CH3:42])[CH2:37]4)[C:7]([C:8]([F:11])([F:10])[F:9])=[CH:6][N:5]=2)=[C:14]([O:28][CH2:29][CH3:30])[CH:15]=1)([O:22][CH2:23][CH3:24])=[O:25])[CH3:21]. The yield is 0.650. (2) The reactants are [Br:1][C:2]1[C:3](F)=[C:4]2[C:10]([NH:11][C:12](=[O:19])[C:13]3[CH:18]=[CH:17][CH:16]=[N:15][CH:14]=3)=[CH:9][NH:8][C:5]2=[N:6][CH:7]=1.[NH:21]1[CH2:26][CH2:25][CH2:24][CH:23]([NH:27][C:28](=[O:34])[O:29][C:30]([CH3:33])([CH3:32])[CH3:31])[CH2:22]1. No catalyst specified. The product is [Br:1][C:2]1[C:3]([N:21]2[CH2:26][CH2:25][CH2:24][C@@H:23]([NH:27][C:28](=[O:34])[O:29][C:30]([CH3:32])([CH3:31])[CH3:33])[CH2:22]2)=[C:4]2[C:10]([NH:11][C:12](=[O:19])[C:13]3[CH:18]=[CH:17][CH:16]=[N:15][CH:14]=3)=[CH:9][NH:8][C:5]2=[N:6][CH:7]=1. The yield is 0.340. (3) The reactants are O=[C:2]1[C:11]2[N:12]=[CH:13][N:14]=[CH:15][C:10]=2[C:9]2[CH:8]=[CH:7][C:6]([C:16]([O:18][CH3:19])=[O:17])=[CH:5][C:4]=2[NH:3]1.CCN(C(C)C)C(C)C.O=P(Cl)(Cl)[Cl:31].O. The catalyst is C1(C)C=CC=CC=1. The product is [Cl:31][C:2]1[C:11]2[N:12]=[CH:13][N:14]=[CH:15][C:10]=2[C:9]2[CH:8]=[CH:7][C:6]([C:16]([O:18][CH3:19])=[O:17])=[CH:5][C:4]=2[N:3]=1. The yield is 0.710. (4) The reactants are C([O:3][C:4](=[O:34])[C:5]1[CH:10]=[CH:9][CH:8]=[C:7]([N:11]2[C:15]([CH3:16])=[CH:14][CH:13]=[C:12]2[C:17]2[CH:22]=[C:21]([Br:23])[CH:20]=[CH:19][C:18]=2[O:24][CH2:25][C:26]2[CH:31]=[CH:30][C:29]([F:32])=[CH:28][C:27]=2[Cl:33])[CH:6]=1)C.[OH-].[Na+]. The catalyst is CCO. The product is [Br:23][C:21]1[CH:20]=[CH:19][C:18]([O:24][CH2:25][C:26]2[CH:31]=[CH:30][C:29]([F:32])=[CH:28][C:27]=2[Cl:33])=[C:17]([C:12]2[N:11]([C:7]3[CH:6]=[C:5]([CH:10]=[CH:9][CH:8]=3)[C:4]([OH:34])=[O:3])[C:15]([CH3:16])=[CH:14][CH:13]=2)[CH:22]=1. The yield is 1.00. (5) The reactants are [CH2:1]([C:3]1[NH:4][C:5](=[O:27])[C:6]([CH2:12][C:13]2[CH:18]=[CH:17][C:16]([C:19]3[C:20]([C:25]#[N:26])=[CH:21][CH:22]=[CH:23][CH:24]=3)=[CH:15][CH:14]=2)=[C:7]([CH2:9][CH2:10][CH3:11])[N:8]=1)[CH3:2].[CH3:28][C:29]([CH3:42])([CH3:41])[CH2:30][O:31][C:32]1[N:37]=[CH:36][C:35](B(O)O)=[CH:34][CH:33]=1.N1C=CC=CC=1.C(N(CC)CC)C. The yield is 0.120. The product is [CH3:28][C:29]([CH3:42])([CH3:41])[CH2:30][O:31][C:32]1[N:37]=[CH:36][C:35]([N:4]2[C:5](=[O:27])[C:6]([CH2:12][C:13]3[CH:18]=[CH:17][C:16]([C:19]4[C:20]([C:25]#[N:26])=[CH:21][CH:22]=[CH:23][CH:24]=4)=[CH:15][CH:14]=3)=[C:7]([CH2:9][CH2:10][CH3:11])[N:8]=[C:3]2[CH2:1][CH3:2])=[CH:34][CH:33]=1. The catalyst is C([O-])(=O)C.[Cu+2].C([O-])(=O)C.C(OCC)(=O)C.C(Cl)Cl.